This data is from Forward reaction prediction with 1.9M reactions from USPTO patents (1976-2016). The task is: Predict the product of the given reaction. (1) The product is: [Br:11][CH2:12][CH2:13][N:1]1[CH2:6][CH2:5][O:4][CH2:3][CH2:2]1. Given the reactants [NH:1]1[CH2:6][CH2:5][O:4][CH2:3][CH2:2]1.CC(C)=O.[Br:11][CH:12](Br)[CH3:13], predict the reaction product. (2) Given the reactants Cl[C:2]1[CH:7]=[C:6]([C@@H:8]2[CH2:12][CH2:11][CH2:10][N:9]2[C@@H:13]([C:15]2[CH:20]=[CH:19][C:18]([O:21][CH3:22])=[CH:17][CH:16]=2)[CH3:14])[C:5]([F:23])=[CH:4][N:3]=1.[F:24][C:25]1[CH:30]=[CH:29][C:28]([NH:31][CH3:32])=[CH:27][CH:26]=1.C1(P(C2CCCCC2)C2C=CC=CC=2C2C=CC=CC=2)CCCCC1.CC(C)([O-])C.[K+], predict the reaction product. The product is: [F:23][C:5]1[C:6]([C@@H:8]2[CH2:12][CH2:11][CH2:10][N:9]2[C@@H:13]([C:15]2[CH:20]=[CH:19][C:18]([O:21][CH3:22])=[CH:17][CH:16]=2)[CH3:14])=[CH:7][C:2]([N:31]([C:28]2[CH:29]=[CH:30][C:25]([F:24])=[CH:26][CH:27]=2)[CH3:32])=[N:3][CH:4]=1. (3) Given the reactants [CH3:1][N:2](C(ON1N=NC2C=CC=NC1=2)=[N+](C)C)[CH3:3].F[P-](F)(F)(F)(F)F.[CH3:25][O:26][C:27]1[CH:28]=[C:29]([CH:35]=[CH:36][C:37]=1[N+:38]([O-:40])=[O:39])[O:30][CH2:31][C:32](O)=[O:33].[Na].Cl.CNC.C(N(C(C)C)C(C)C)C, predict the reaction product. The product is: [CH3:25][O:26][C:27]1[CH:28]=[C:29]([CH:35]=[CH:36][C:37]=1[N+:38]([O-:40])=[O:39])[O:30][CH2:31][C:32]([N:2]([CH3:3])[CH3:1])=[O:33]. (4) Given the reactants [C:1]1([N:7]([C:35]2[CH:40]=[CH:39][CH:38]=[CH:37][CH:36]=2)[C:8]2[CH:13]=[CH:12][C:11]([C:14]3[C:23]([NH:24][C:25]4[CH:30]=[CH:29][CH:28]=[CH:27][CH:26]=4)=[C:22]([C:31](OC)=[O:32])[CH:21]=[CH:20][C:15]=3[C:16](OC)=[O:17])=[CH:10][CH:9]=2)[CH:6]=[CH:5][CH:4]=[CH:3][CH:2]=1.[H-].[H-].[H-].[H-].[Li+].[Al+3], predict the reaction product. The product is: [C:35]1([N:7]([C:1]2[CH:2]=[CH:3][CH:4]=[CH:5][CH:6]=2)[C:8]2[CH:9]=[CH:10][C:11]([C:14]3[C:23]([NH:24][C:25]4[CH:30]=[CH:29][CH:28]=[CH:27][CH:26]=4)=[C:22]([CH2:31][OH:32])[CH:21]=[CH:20][C:15]=3[CH2:16][OH:17])=[CH:12][CH:13]=2)[CH:36]=[CH:37][CH:38]=[CH:39][CH:40]=1.